From a dataset of Reaction yield outcomes from USPTO patents with 853,638 reactions. Predict the reaction yield, written as a fraction of the theoretical maximum amount of product (1.0 means a 100% yield; for example, 0.34 means a 34% yield). (1) The catalyst is O1CCOCC1.O.C1C=CC(P(C2C=CC=CC=2)[C-]2C=CC=C2)=CC=1.C1C=CC(P(C2C=CC=CC=2)[C-]2C=CC=C2)=CC=1.Cl[Pd]Cl.[Fe+2]. The product is [CH2:31]([N:28]1[C:23]2=[N:24][C:25]([CH2:26][CH3:27])=[C:20]([CH2:19][N:10]([CH2:9][C:4]3[CH:3]=[C:2]([C:52]4[CH:51]=[CH:50][CH:49]=[C:48]([CH2:47][CH:44]5[CH2:45][CH2:46][N:41]([CH3:40])[CH2:42][CH2:43]5)[CH:53]=4)[C:7]([CH3:8])=[CH:6][CH:5]=3)[C:11]([C:13]3([C:16]([NH2:18])=[O:17])[CH2:15][CH2:14]3)=[O:12])[C:21]([NH:33][CH:34]3[CH2:39][CH2:38][O:37][CH2:36][CH2:35]3)=[C:22]2[CH:30]=[N:29]1)[CH3:32]. The yield is 0.326. The reactants are Br[C:2]1[CH:3]=[C:4]([CH2:9][N:10]([CH2:19][C:20]2[C:21]([NH:33][CH:34]3[CH2:39][CH2:38][O:37][CH2:36][CH2:35]3)=[C:22]3[CH:30]=[N:29][N:28]([CH2:31][CH3:32])[C:23]3=[N:24][C:25]=2[CH2:26][CH3:27])[C:11]([C:13]2([C:16]([NH2:18])=[O:17])[CH2:15][CH2:14]2)=[O:12])[CH:5]=[CH:6][C:7]=1[CH3:8].[CH3:40][N:41]1[CH2:46][CH2:45][CH:44]([CH2:47][C:48]2[CH:53]=[CH:52][CH:51]=[C:50](B3OC(C)(C)C(C)(C)O3)[CH:49]=2)[CH2:43][CH2:42]1.C([O-])([O-])=O.[Na+].[Na+]. (2) The reactants are Cl[C:2]1[S:6][C:5]([S:7]([NH:10][C:11]2[C:19]3[C:14](=[CH:15][CH:16]=[CH:17][C:18]=3[O:20][CH3:21])[N:13]([CH2:22][C:23]3[CH:24]=[C:25]([CH2:29][NH:30][C:31](=[O:33])[CH3:32])[CH:26]=[CH:27][CH:28]=3)[N:12]=2)(=[O:9])=[O:8])=[CH:4][CH:3]=1.[H-].[Al+3].[Li+].[H-].[H-].[H-]. The catalyst is C1COCC1. The product is [CH3:21][O:20][C:18]1[CH:17]=[CH:16][CH:15]=[C:14]2[C:19]=1[C:11]([NH:10][S:7]([C:5]1[S:6][CH:2]=[CH:3][CH:4]=1)(=[O:8])=[O:9])=[N:12][N:13]2[CH2:22][C:23]1[CH:24]=[C:25]([CH2:29][NH:30][C:31](=[O:33])[CH3:32])[CH:26]=[CH:27][CH:28]=1. The yield is 0.640. (3) The reactants are Cl.[Br:2][C:3]1[CH:4]=[CH:5][C:6]([F:17])=[C:7]([C@:9]2([CH3:16])[CH2:14][CH2:13][S:12][C:11]([NH2:15])=[N:10]2)[CH:8]=1.[C:18]([O:22][C:23](O[C:23]([O:22][C:18]([CH3:21])([CH3:20])[CH3:19])=[O:24])=[O:24])([CH3:21])([CH3:20])[CH3:19]. The catalyst is C1COCC1.C(=O)(O)[O-].[Na+].O. The product is [C:18]([O:22][C:23](=[O:24])[NH:15][C:11]1[S:12][CH2:13][CH2:14][C@:9]([C:7]2[CH:8]=[C:3]([Br:2])[CH:4]=[CH:5][C:6]=2[F:17])([CH3:16])[N:10]=1)([CH3:21])([CH3:20])[CH3:19]. The yield is 0.690. (4) The catalyst is CO.ClCCl. The product is [CH3:1][O:2][C:3](=[O:19])[C@@H:4]([NH:11][C:12]([O:14][CH3:15])=[O:13])[C@H:5]([O:7][CH:8]([F:10])[F:9])[CH3:6]. The reactants are [CH3:1][O:2][C:3](=[O:19])[CH:4]([NH:11][C:12]([O:14][C:15](C)(C)C)=[O:13])[CH:5]([O:7][CH:8]([F:10])[F:9])[CH3:6].Cl.C(N(C(C)C)CC)(C)C.ClC(OC)=O. The yield is 0.470. (5) The reactants are [Cl:1][C:2]1[CH:3]=[C:4]([OH:9])[CH:5]=[CH:6][C:7]=1[Cl:8].[C:10](Cl)(=[O:12])[CH3:11].[Al+3].[Cl-].[Cl-].[Cl-]. No catalyst specified. The product is [Cl:1][C:2]1[C:7]([Cl:8])=[CH:6][C:5]([C:10](=[O:12])[CH3:11])=[C:4]([OH:9])[CH:3]=1. The yield is 0.820. (6) The reactants are [CH3:1][C:2]([CH3:19])([CH3:18])[CH2:3][O:4][C:5]1[CH:13]=[CH:12][C:11]([S:14]([CH3:17])(=[O:16])=[O:15])=[CH:10][C:6]=1[C:7]([OH:9])=O.Cl.[CH2:21]([S:25]([C:28]1[S:32][C:31]([N:33]2[CH2:38][CH2:37][NH:36][CH2:35][CH2:34]2)=[N:30][CH:29]=1)(=[O:27])=[O:26])[CH2:22][CH2:23][CH3:24]. No catalyst specified. The product is [CH2:21]([S:25]([C:28]1[S:32][C:31]([N:33]2[CH2:38][CH2:37][N:36]([C:7]([C:6]3[CH:10]=[C:11]([S:14]([CH3:17])(=[O:16])=[O:15])[CH:12]=[CH:13][C:5]=3[O:4][CH2:3][C:2]([CH3:1])([CH3:19])[CH3:18])=[O:9])[CH2:35][CH2:34]2)=[N:30][CH:29]=1)(=[O:27])=[O:26])[CH2:22][CH2:23][CH3:24]. The yield is 0.690. (7) The reactants are [NH2:1][C:2]1[C:7]([F:8])=[C:6]([Cl:9])[N:5]=[C:4]([C:10]([O:12][CH3:13])=[O:11])[CH:3]=1.[I:14](O)(=O)(=O)=O.II. The catalyst is CO. The product is [NH2:1][C:2]1[C:7]([F:8])=[C:6]([Cl:9])[N:5]=[C:4]([C:10]([O:12][CH3:13])=[O:11])[C:3]=1[I:14]. The yield is 0.700.